Dataset: Catalyst prediction with 721,799 reactions and 888 catalyst types from USPTO. Task: Predict which catalyst facilitates the given reaction. (1) Reactant: [CH3:1]N(C)C=CC(C1N(C2CCC2)C(C)=NC=1)=O.[S:18]([N:22]1[CH2:27][CH2:26][N:25]([C:28]2[CH:49]=[CH:48][C:31]([NH:32][C:33]3[N:38]=[C:37]([C:39]4[N:43]([CH:44]([CH3:46])[CH3:45])[C:42]([CH3:47])=[N:41][CH:40]=4)[CH:36]=[CH:35][N:34]=3)=[CH:30][CH:29]=2)[CH2:24][CH2:23]1)([CH3:21])(=[O:20])=[O:19]. Product: [S:18]([N:22]1[CH2:27][CH2:26][N:25]([C:28]2[CH:49]=[CH:48][C:31]([NH:32][C:33]3[N:38]=[C:37]([C:39]4[N:43]([CH:44]5[CH2:46][CH2:1][CH2:45]5)[C:42]([CH3:47])=[N:41][CH:40]=4)[CH:36]=[CH:35][N:34]=3)=[CH:30][CH:29]=2)[CH2:24][CH2:23]1)([CH3:21])(=[O:19])=[O:20]. The catalyst class is: 141. (2) Reactant: [C:1]([O:4][CH2:5][C@H:6]1[CH2:11][C@@H:10]([O:12][C:13](=[O:15])[CH3:14])[CH2:9][CH2:8][C@@:7]1([C@H:17]1[CH2:25][CH2:24][C:23]2[C:22]([CH3:27])([CH3:26])[C@H:21]([OH:28])[CH2:20][C:19]=2[C@@H:18]1[CH2:29][O:30][Si](C(C)(C)C)(C1C=CC=CC=1)C1C=CC=CC=1)[CH3:16])(=[O:3])[CH3:2].CCCC[N+](CCCC)(CCCC)CCCC.[F-]. Product: [C:1]([O:4][CH2:5][C@H:6]1[CH2:11][C@@H:10]([O:12][C:13](=[O:15])[CH3:14])[CH2:9][CH2:8][C@@:7]1([C@H:17]1[CH2:25][CH2:24][C:23]2[C:22]([CH3:27])([CH3:26])[C@H:21]([OH:28])[CH2:20][C:19]=2[C@@H:18]1[CH2:29][OH:30])[CH3:16])(=[O:3])[CH3:2]. The catalyst class is: 1. (3) Reactant: [CH3:1][O:2][C:3]1[CH:12]=[CH:11][C:6]([C:7](=[O:10])[CH2:8]Br)=[CH:5][CH:4]=1.C(N(C(C)C)C(C)C)C.Cl.Cl.[C:24]1([CH2:34][CH2:35][CH2:36][CH2:37][N:38]2[CH2:43][CH2:42][NH:41][CH2:40][CH2:39]2)[C:33]2[C:28](=[CH:29][CH:30]=[CH:31][CH:32]=2)[CH:27]=[CH:26][CH:25]=1. Product: [CH3:1][O:2][C:3]1[CH:12]=[CH:11][C:6]([C:7](=[O:10])[CH2:8][N:41]2[CH2:40][CH2:39][N:38]([CH2:37][CH2:36][CH2:35][CH2:34][C:24]3[C:33]4[C:28](=[CH:29][CH:30]=[CH:31][CH:32]=4)[CH:27]=[CH:26][CH:25]=3)[CH2:43][CH2:42]2)=[CH:5][CH:4]=1. The catalyst class is: 22. (4) Reactant: F[C:2]1[CH:7]=[CH:6][CH:5]=[CH:4][C:3]=1[N+:8]([O-:10])=[O:9].[CH3:11][N:12]1[CH2:17][CH2:16][NH:15][CH2:14][CH2:13]1. Product: [CH3:11][N:12]1[CH2:17][CH2:16][N:15]([C:2]2[CH:7]=[CH:6][CH:5]=[CH:4][C:3]=2[N+:8]([O-:10])=[O:9])[CH2:14][CH2:13]1. The catalyst class is: 37.